From a dataset of Forward reaction prediction with 1.9M reactions from USPTO patents (1976-2016). Predict the product of the given reaction. (1) Given the reactants [F:1][C:2]([C:5]1[N:9]2[C:10]3[CH:34]=[CH:33][C:32]([C:35]([F:38])([F:37])[F:36])=[CH:31][C:11]=3[C@@H:12]([C:21]3[CH:26]=[CH:25][CH:24]=[C:23]([O:27][CH3:28])[C:22]=3[O:29][CH3:30])[O:13][C@H:14]([CH2:15][C:16]([O:18]CC)=[O:17])[C:8]2=[N:7][N:6]=1)([F:4])[CH3:3].Cl, predict the reaction product. The product is: [F:4][C:2]([C:5]1[N:9]2[C:10]3[CH:34]=[CH:33][C:32]([C:35]([F:36])([F:37])[F:38])=[CH:31][C:11]=3[C@@H:12]([C:21]3[CH:26]=[CH:25][CH:24]=[C:23]([O:27][CH3:28])[C:22]=3[O:29][CH3:30])[O:13][C@H:14]([CH2:15][C:16]([OH:18])=[O:17])[C:8]2=[N:7][N:6]=1)([F:1])[CH3:3]. (2) Given the reactants [NH:1]1[CH2:6][CH2:5][CH2:4][C@@H:3]([O:7][C:8]2[C:16]3[C:15]4[CH:17]=[C:18]([C:21]#[N:22])[N:19]=[CH:20][C:14]=4[N:13]([CH2:23][O:24][CH2:25][CH2:26][Si:27]([CH3:30])([CH3:29])[CH3:28])[C:12]=3[N:11]=[CH:10][CH:9]=2)[CH2:2]1.I[CH2:32][CH3:33], predict the reaction product. The product is: [CH2:32]([N:1]1[CH2:6][CH2:5][CH2:4][C@@H:3]([O:7][C:8]2[C:16]3[C:15]4[CH:17]=[C:18]([C:21]#[N:22])[N:19]=[CH:20][C:14]=4[N:13]([CH2:23][O:24][CH2:25][CH2:26][Si:27]([CH3:30])([CH3:29])[CH3:28])[C:12]=3[N:11]=[CH:10][CH:9]=2)[CH2:2]1)[CH3:33]. (3) Given the reactants [CH3:1][C:2]1[S:3][CH:4]=[C:5]([CH:7]=[O:8])[N:6]=1.C[Si]([C:13]#[N:14])(C)C.[H-].[Li+].[Al+3].[Li+].[H-].[H-].[H-].[H-].[OH-].[Na+], predict the reaction product. The product is: [NH2:14][CH2:13][CH:7]([C:5]1[N:6]=[C:2]([CH3:1])[S:3][CH:4]=1)[OH:8]. (4) The product is: [F:29][C:30]([F:35])([F:34])[C:31]([OH:33])=[O:32].[CH2:15]([C:14]1[C:11]2[C:5]3[CH:4]=[C:3]([O:2][CH3:1])[C:8]([O:9][CH3:10])=[CH:7][C:6]=3[C:25]([C:24]3[CH:27]=[CH:28][C:21]([OH:20])=[CH:22][CH:23]=3)=[N:13][C:12]=2[NH:19][N:18]=1)[CH3:16]. Given the reactants [CH3:1][O:2][C:3]1[CH:4]=[C:5]([CH:11]([C:14](=O)[CH2:15][CH3:16])[C:12]#[N:13])[CH:6]=[CH:7][C:8]=1[O:9][CH3:10].[NH2:18][NH2:19].[OH:20][C:21]1[CH:28]=[CH:27][C:24]([CH:25]=O)=[CH:23][CH:22]=1.[F:29][C:30]([F:35])([F:34])[C:31]([OH:33])=[O:32], predict the reaction product. (5) Given the reactants Cl.[CH3:2][O:3][CH2:4][CH2:5][CH2:6][O:7][CH:8]([C:15]1[CH:20]=[CH:19][CH:18]=[CH:17][CH:16]=1)[CH:9]1[CH2:14][CH2:13][CH2:12][NH:11][CH2:10]1.Br[CH2:22][C:23]([O:25][CH3:26])=[O:24].C([O-])([O-])=O.[K+].[K+].CN(C=O)C, predict the reaction product. The product is: [CH3:2][O:3][CH2:4][CH2:5][CH2:6][O:7][CH:8]([C:15]1[CH:16]=[CH:17][CH:18]=[CH:19][CH:20]=1)[CH:9]1[CH2:14][CH2:13][CH2:12][N:11]([CH2:22][C:23]([O:25][CH3:26])=[O:24])[CH2:10]1. (6) The product is: [CH3:1][N:2]1[C:10]2[C:5](=[N:6][CH:7]=[CH:8][CH:9]=2)[C:4]([C:11]([OH:13])=[O:12])=[C:3]1[C:16]1[CH:21]=[CH:20][CH:19]=[CH:18][CH:17]=1. Given the reactants [CH3:1][N:2]1[C:10]2[C:5](=[N:6][CH:7]=[CH:8][CH:9]=2)[C:4]([C:11]([O:13]CC)=[O:12])=[C:3]1[C:16]1[CH:21]=[CH:20][CH:19]=[CH:18][CH:17]=1.[OH-].[K+], predict the reaction product. (7) The product is: [Cl:9][C:6]1[CH:7]=[CH:8][C:3]([O:2][CH3:1])=[C:4]([C:26]2[N:31]=[C:30]([C:32]([OH:34])=[O:33])[CH:29]=[CH:28][CH:27]=2)[CH:5]=1. Given the reactants [CH3:1][O:2][C:3]1[CH:8]=[CH:7][C:6]([Cl:9])=[CH:5][C:4]=1B(O)O.C(C1C=CC(B(O)O)=CC=1)(O)=O.Br[C:26]1[N:31]=[C:30]([C:32]([OH:34])=[O:33])[CH:29]=[CH:28][CH:27]=1, predict the reaction product. (8) Given the reactants [CH2:1]([N:8]1[C:16]2[C:11](=[CH:12][C:13]([Br:17])=[CH:14][CH:15]=2)[CH:10]=[C:9]1[CH2:18][OH:19])[C:2]1[CH:7]=[CH:6][CH:5]=[CH:4][CH:3]=1.[C:20](Cl)(=[O:22])[CH3:21], predict the reaction product. The product is: [C:20]([O:19][CH2:18][C:9]1[N:8]([CH2:1][C:2]2[CH:3]=[CH:4][CH:5]=[CH:6][CH:7]=2)[C:16]2[C:11]([CH:10]=1)=[CH:12][C:13]([Br:17])=[CH:14][CH:15]=2)(=[O:22])[CH3:21]. (9) Given the reactants [OH:1][C:2]1[CH:3]=[C:4]([NH:8][C:9](=[O:32])[CH2:10][CH2:11][CH2:12][CH2:13][CH2:14][C:15]([NH:17][C:18]2[CH:23]=[CH:22][CH:21]=[CH:20][C:19]=2[NH:24]C(=O)OC(C)(C)C)=[O:16])[CH:5]=[CH:6][CH:7]=1, predict the reaction product. The product is: [NH2:24][C:19]1[CH:20]=[CH:21][CH:22]=[CH:23][C:18]=1[NH:17][C:15](=[O:16])[CH2:14][CH2:13][CH2:12][CH2:11][CH2:10][C:9]([NH:8][C:4]1[CH:5]=[CH:6][CH:7]=[C:2]([OH:1])[CH:3]=1)=[O:32].